From a dataset of Blood-brain barrier permeability classification from the B3DB database. Regression/Classification. Given a drug SMILES string, predict its absorption, distribution, metabolism, or excretion properties. Task type varies by dataset: regression for continuous measurements (e.g., permeability, clearance, half-life) or binary classification for categorical outcomes (e.g., BBB penetration, CYP inhibition). Dataset: b3db_classification. (1) The compound is CC(C)CO. The result is 1 (penetrates BBB). (2) The drug is CCN(CC)CCOC(=O)[C@H]1N2C(=O)[C@H](NC(=O)c3c(OC)cccc3OC)[C@@H]2SC1(C)C. The result is 0 (does not penetrate BBB). (3) The compound is CC[C@H](NC(=O)c1c(OCCCN(C)C)c(-c2ccccc2)nc2ccccc12)c1ccccc1. The result is 1 (penetrates BBB). (4) The compound is NC(N)=O. The result is 1 (penetrates BBB). (5) The molecule is CS(=O)(=O)c1ccc([C@@H](O)[C@H](CF)NC(=O)C(Cl)Cl)cc1. The result is 1 (penetrates BBB). (6) The compound is N[C@@H](Cc1cc(I)c(Oc2cc(I)c(O)c(I)c2)c(I)c1)C(=O)O. The result is 0 (does not penetrate BBB). (7) The drug is O=C(C1CCCCC1)N1CC(=O)N2CCc3ccccc3[C@@H]2C1. The result is 1 (penetrates BBB).